Dataset: Catalyst prediction with 721,799 reactions and 888 catalyst types from USPTO. Task: Predict which catalyst facilitates the given reaction. (1) Reactant: Cl[CH2:2][C:3]([CH3:5])=[O:4].C([O-])([O-])=O.[K+].[K+].[Cl:12][C:13]1[CH:18]=[CH:17][C:16]([OH:19])=[C:15]([CH:20]2[O:24][CH2:23][CH2:22][O:21]2)[CH:14]=1. Product: [Cl:12][C:13]1[CH:18]=[CH:17][C:16]([O:19][CH2:2][C:3]([CH3:5])=[O:4])=[C:15]([CH:20]2[O:21][CH2:22][CH2:23][O:24]2)[CH:14]=1. The catalyst class is: 3. (2) Reactant: C(OC(=O)[NH:10][C@H:11]([C:13]1[CH:18]=[CH:17][CH:16]=[C:15]([N:19]2[CH2:24][CH2:23][O:22][CH:21]([CH2:25][NH:26][C:27]([O:29][C:30]([CH3:33])([CH3:32])[CH3:31])=[O:28])[CH2:20]2)[CH:14]=1)[CH3:12])C1C=CC=CC=1.[H][H]. Product: [C:30]([O:29][C:27](=[O:28])[NH:26][CH2:25][C@@H:21]1[O:22][CH2:23][CH2:24][N:19]([C:15]2[CH:16]=[CH:17][CH:18]=[C:13]([CH:11]([NH2:10])[CH3:12])[CH:14]=2)[CH2:20]1)([CH3:32])([CH3:31])[CH3:33]. The catalyst class is: 43. (3) Reactant: [CH:1]([C:3]1[CH:4]=[C:5]([CH:25]=[CH:26][CH:27]=1)[C:6]([NH:8][C:9]1[S:10][CH:11]=[C:12]([C:19]2[CH:24]=[CH:23][CH:22]=[CH:21][CH:20]=2)[C:13]=1[C:14]([O:16][CH2:17][CH3:18])=[O:15])=[O:7])=O.[NH:28]1[CH2:31][CH:30]([C:32]([OH:34])=[O:33])[CH2:29]1.C([BH3-])#N.[Na+]. Product: [CH2:17]([O:16][C:14]([C:13]1[C:12]([C:19]2[CH:20]=[CH:21][CH:22]=[CH:23][CH:24]=2)=[CH:11][S:10][C:9]=1[NH:8][C:6]([C:5]1[CH:4]=[C:3]([CH:27]=[CH:26][CH:25]=1)[CH2:1][N:28]1[CH2:31][CH:30]([C:32]([OH:34])=[O:33])[CH2:29]1)=[O:7])=[O:15])[CH3:18]. The catalyst class is: 5. (4) Reactant: [Br:1][C:2]1[C:3]([O:21][CH3:22])=[C:4]([S:10][C:11]2[NH:12][C:13]3[C:18]([N:19]=2)=[C:17]([NH2:20])[N:16]=[CH:15][N:14]=3)[CH:5]=[C:6]([O:8][CH3:9])[CH:7]=1.Br[CH2:24][CH2:25][CH:26]=[C:27]([CH3:29])[CH3:28].C([O-])([O-])=O.[Cs+].[Cs+].CCOC(C)=O.CO.CCN(CC)CC. Product: [Br:1][C:2]1[C:3]([O:21][CH3:22])=[C:4]([S:10][C:11]2[N:12]([CH2:24][CH2:25][CH:26]=[C:27]([CH3:29])[CH3:28])[C:13]3[C:18]([N:19]=2)=[C:17]([NH2:20])[N:16]=[CH:15][N:14]=3)[CH:5]=[C:6]([O:8][CH3:9])[CH:7]=1. The catalyst class is: 3. (5) Reactant: [C:1]([C:5]1[CH:24]=[CH:23][C:8]([CH2:9][CH:10]([CH:14]([C:16]2[CH:21]=[CH:20][C:19]([F:22])=[CH:18][CH:17]=2)[OH:15])C(O)=O)=[CH:7][CH:6]=1)([CH3:4])([CH3:3])[CH3:2].C([N:27]([CH2:30]C)CC)C.C1(P(N=[N+]=[N-])(C2C=CC=CC=2)=[O:39])C=CC=CC=1. Product: [C:1]([C:5]1[CH:24]=[CH:23][C:8]([CH2:9][CH:10]2[CH:14]([C:16]3[CH:17]=[CH:18][C:19]([F:22])=[CH:20][CH:21]=3)[O:15][C:30](=[O:39])[NH:27]2)=[CH:7][CH:6]=1)([CH3:2])([CH3:3])[CH3:4]. The catalyst class is: 7. (6) Reactant: [H-].[Na+].[O:3]=[C:4]1[CH2:10][CH2:9][N:8]([C:11]([O:13][C:14]([CH3:17])([CH3:16])[CH3:15])=[O:12])[CH2:7][CH2:6][CH:5]1[C:18]([O:20][CH2:21][CH3:22])=[O:19].[B-](F)(F)(F)[F:24].[B-](F)(F)(F)F.C1[N+]2(CCl)CC[N+](F)(CC2)C1. Product: [F:24][C:5]1([C:18]([O:20][CH2:21][CH3:22])=[O:19])[C:4](=[O:3])[CH2:10][CH2:9][N:8]([C:11]([O:13][C:14]([CH3:17])([CH3:16])[CH3:15])=[O:12])[CH2:7][CH2:6]1. The catalyst class is: 118. (7) Reactant: C(OC(=O)[N:7]([CH2:20][C:21]1[CH:26]=[CH:25][CH:24]=[C:23]([Cl:27])[CH:22]=1)[C:8]1[N:13]=[C:12]([N:14]2[CH2:19][CH2:18][NH:17][CH2:16][CH2:15]2)[CH:11]=[N:10][CH:9]=1)(C)(C)C.Cl.O1CCOCC1.Cl. Product: [Cl:27][C:23]1[CH:22]=[C:21]([CH:26]=[CH:25][CH:24]=1)[CH2:20][NH:7][C:8]1[N:13]=[C:12]([N:14]2[CH2:15][CH2:16][NH:17][CH2:18][CH2:19]2)[CH:11]=[N:10][CH:9]=1. The catalyst class is: 5. (8) Reactant: [OH-].[Na+].[CH3:3][O:4][C:5]([CH:7]1[CH2:12][CH2:11][CH2:10][CH2:9][CH2:8]1)=[O:6].Cl.C([N:16](CC)CC)C.Cl.C(N=C=N[CH2:27][CH2:28][CH2:29][N:30]([CH3:32])[CH3:31])C.O1[CH2:37][CH2:36][CH2:35][CH2:34]1. Product: [CH3:32][N:30]([CH2:29][C:28]1[CH:27]=[CH:37][C:36]([C:3]2[O:4][C:5](=[O:6])[C:7]3([CH2:12][CH2:11][CH2:10][CH2:9][CH2:8]3)[N:16]=2)=[CH:35][CH:34]=1)[CH3:31]. The catalyst class is: 2. (9) Reactant: [Cl:1][C:2]1[C:11]2[C:6](=[CH:7][C:8]([O:14][CH2:15][CH2:16][CH2:17][N:18]3[CH2:23][CH2:22][CH2:21][CH2:20][CH2:19]3)=[C:9]([O:12][CH3:13])[CH:10]=2)[N:5]=[CH:4][C:3]=1[NH2:24].[H+].[B-:26]([F:30])([F:29])([F:28])[F:27].[N:31]([O-])=O.[Na+]. Product: [F:27][B-:26]([F:30])([F:29])[F:28].[Cl:1][C:2]1[C:11]2[C:6](=[CH:7][C:8]([O:14][CH2:15][CH2:16][CH2:17][N:18]3[CH2:23][CH2:22][CH2:21][CH2:20][CH2:19]3)=[C:9]([O:12][CH3:13])[CH:10]=2)[N:5]=[CH:4][C:3]=1[N+:24]#[N:31]. The catalyst class is: 20. (10) Reactant: [Cl:1][C:2]1[C:7]([O:8][CH:9]([CH3:11])[CH3:10])=[CH:6][C:5]([NH:12][CH:13]2[CH2:18][CH2:17][N:16]([C:19]([O:21][C:22]([CH3:25])([CH3:24])[CH3:23])=[O:20])[CH2:15][CH2:14]2)=[C:4]([N+:26]([O-])=O)[CH:3]=1.O.NN. Product: [NH2:26][C:4]1[CH:3]=[C:2]([Cl:1])[C:7]([O:8][CH:9]([CH3:11])[CH3:10])=[CH:6][C:5]=1[NH:12][CH:13]1[CH2:18][CH2:17][N:16]([C:19]([O:21][C:22]([CH3:24])([CH3:23])[CH3:25])=[O:20])[CH2:15][CH2:14]1. The catalyst class is: 171.